Task: Predict the reactants needed to synthesize the given product.. Dataset: Full USPTO retrosynthesis dataset with 1.9M reactions from patents (1976-2016) (1) Given the product [F:18][C:17]1[CH:16]=[C:15]([O:19][CH3:20])[C:14]([F:21])=[CH:13][C:12]=1[N:22]1[CH2:32][CH2:31][CH:25]([C:26]([O:28][CH2:29][CH3:30])=[O:27])[CH2:24][CH2:23]1, predict the reactants needed to synthesize it. The reactants are: BrC1C=CC(OC)=C(C)C=1.Br[C:12]1[C:17]([F:18])=[CH:16][C:15]([O:19][CH3:20])=[C:14]([F:21])[CH:13]=1.[NH:22]1[CH2:32][CH2:31][CH:25]([C:26]([O:28][CH2:29][CH3:30])=[O:27])[CH2:24][CH2:23]1. (2) Given the product [CH3:2][O:19][C:17]([C:15]1[S:16][C:12]([C:11]#[C:10][C:9]([CH3:36])([CH3:35])[CH3:8])=[CH:13][C:14]=1[N:20]([C@@H:30]([CH3:34])[CH2:31][CH2:32][N:60]1[C:56](=[O:66])[C:57]2[C:58](=[CH:62][CH:63]=[CH:64][CH:65]=2)[C:59]1=[O:61])[C:21]([C@H:23]1[CH2:24][CH2:25][C@H:26]([CH3:29])[CH2:27][CH2:28]1)=[O:22])=[O:18], predict the reactants needed to synthesize it. The reactants are: O[C:2](C(F)(F)F)=O.[CH3:8][C:9]([CH3:36])([CH3:35])[C:10]#[C:11][C:12]1[S:16][C:15]([C:17]([OH:19])=[O:18])=[C:14]([N:20]([C@@H:30]([CH3:34])[CH2:31][CH2:32]O)[C:21]([C@H:23]2[CH2:28][CH2:27][C@H:26]([CH3:29])[CH2:25][CH2:24]2)=[O:22])[CH:13]=1.C1(P(C2C=CC=CC=2)C2C=CC=CC=2)C=CC=CC=1.[C:56]1(=[O:66])[NH:60][C:59](=[O:61])[C:58]2=[CH:62][CH:63]=[CH:64][CH:65]=[C:57]12.CC(OC(/N=N/C(OC(C)C)=O)=O)C. (3) Given the product [C:1]([O:5][C:6]([NH:8][CH2:9][C:10]([NH:12][CH2:13][C:14]([NH:16][C@H:17]([C:25]([NH:27][CH2:28][C:29]([NH:61][CH2:62][C:63]([NH:65][C@@H:66]1[C:71]2=[C:72]3[CH2:87][N:86]4[C:81](=[CH:82][C:83]5[C@:92]([CH2:94][CH3:95])([OH:93])[C:91](=[O:96])[O:90][CH2:89][C:84]=5[C:85]4=[O:88])[C:73]3=[N:74][C:75]3[CH:76]=[C:77]([F:80])[C:78]([CH3:79])=[C:69]([C:70]=32)[CH2:68][CH2:67]1)=[O:64])=[O:30])=[O:26])[CH2:18][C:19]1[CH:20]=[CH:21][CH:22]=[CH:23][CH:24]=1)=[O:15])=[O:11])=[O:7])([CH3:3])([CH3:2])[CH3:4], predict the reactants needed to synthesize it. The reactants are: [C:1]([O:5][C:6]([NH:8][CH2:9][C:10]([NH:12][CH2:13][C:14]([NH:16][C@H:17]([C:25]([NH:27][CH2:28][C:29](O)=[O:30])=[O:26])[CH2:18][C:19]1[CH:24]=[CH:23][CH:22]=[CH:21][CH:20]=1)=[O:15])=[O:11])=[O:7])([CH3:4])([CH3:3])[CH3:2].ON1C(=O)CCC1=O.C1(N=C=NC2CCCCC2)CCCCC1.C(OC(=O)[NH:61][CH2:62][C:63]([NH:65][C@@H:66]1[C:71]2=[C:72]3[CH2:87][N:86]4[C:81](=[CH:82][C:83]5[C@:92]([CH2:94][CH3:95])([OH:93])[C:91](=[O:96])[O:90][CH2:89][C:84]=5[C:85]4=[O:88])[C:73]3=[N:74][C:75]3[CH:76]=[C:77]([F:80])[C:78]([CH3:79])=[C:69]([C:70]=32)[CH2:68][CH2:67]1)=[O:64])(C)(C)C.C(O)(=O)CC(CC(O)=O)(C(O)=O)O. (4) Given the product [CH2:1]([N:3]([CH2:31][C:32]1[CH:37]=[CH:36][C:35]([O:38][CH2:42][CH2:43][N:45]2[CH2:50][CH2:49][CH:48]([CH3:51])[CH2:47][CH2:46]2)=[C:34]([F:39])[CH:33]=1)[C:4]1[CH:9]=[C:8]([O:10][CH3:11])[C:7]([O:12][CH3:13])=[CH:6][C:5]=1[CH:14]1[CH2:23][CH2:22][C:21]2[CH:20]=[C:19]([OH:24])[CH:18]=[CH:17][C:16]=2[CH2:15]1)[CH3:2], predict the reactants needed to synthesize it. The reactants are: [CH2:1]([N:3]([C:31](=O)[C:32]1[CH:37]=[CH:36][C:35]([OH:38])=[C:34]([F:39])[CH:33]=1)[C:4]1[CH:9]=[C:8]([O:10][CH3:11])[C:7]([O:12][CH3:13])=[CH:6][C:5]=1[CH:14]1[CH2:23][CH2:22][C:21]2[CH:20]=[C:19]([O:24]C(=O)C(C)(C)C)[CH:18]=[CH:17][C:16]=2[CH2:15]1)[CH3:2].Cl[CH2:42][C:43]([N:45]1[CH2:50][CH2:49][CH:48]([CH3:51])[CH2:47][CH2:46]1)=O. (5) Given the product [F:1][C:2]1[CH:7]=[CH:6][C:5]([NH:8][C:9]([C:11]2[C:15]3[CH:16]=[CH:17][C:18]([O:20][C:21]4[CH:26]=[CH:25][N:24]=[C:23]([NH2:28])[N:22]=4)=[CH:19][C:14]=3[S:13][N:12]=2)=[O:10])=[CH:4][C:3]=1[C:29]([F:32])([F:30])[F:31], predict the reactants needed to synthesize it. The reactants are: [F:1][C:2]1[CH:7]=[CH:6][C:5]([NH:8][C:9]([C:11]2[C:15]3[CH:16]=[CH:17][C:18]([O:20][C:21]4[CH:26]=[C:25](Cl)[N:24]=[C:23]([NH2:28])[N:22]=4)=[CH:19][C:14]=3[S:13][N:12]=2)=[O:10])=[CH:4][C:3]=1[C:29]([F:32])([F:31])[F:30].CCN(CC)CC. (6) Given the product [C:31]([C@@H:10]1[CH2:9][CH:8]([CH2:7][C:4]2[CH:5]=[CH:6][C:1]([C:23]3[CH:24]=[CH:25][CH:26]=[CH:27][CH:28]=3)=[CH:2][CH:3]=2)[N:12](/[CH:13]=[CH:14]/[C:15]2[CH:16]=[CH:17][CH:18]=[CH:19][CH:41]=2)[C:11]1=[O:22])(=[O:38])[C:32]1[CH:37]=[CH:36][CH:35]=[CH:34][CH:33]=1, predict the reactants needed to synthesize it. The reactants are: [C:1]1([C:23]2[CH:28]=[CH:27][CH:26]=[CH:25][CH:24]=2)[CH:6]=[CH:5][C:4]([CH2:7][C@H:8]2[N:12]([CH2:13][C:14]3[CH:19]=[CH:18][C:17](OC)=[CH:16][CH:15]=3)[C:11](=[O:22])[CH2:10][CH2:9]2)=[CH:3][CH:2]=1.[H-].[Na+].[C:31](OC)(=[O:38])[C:32]1[CH:37]=[CH:36][CH:35]=[CH:34][CH:33]=1.[C:41]1(C)C=CC=CC=1. (7) Given the product [CH3:13][O:14][C:15](=[O:39])[CH2:16][N:17]([S:2](=[O:4])(=[O:3])[NH:5][C:6]([O:12][C:8]([CH3:11])([CH3:10])[CH3:9])=[O:7])[C:18]1[CH:23]=[C:22]([O:24][C:25]2[CH:30]=[CH:29][CH:28]=[CH:27][CH:26]=2)[CH:21]=[CH:20][C:19]=1[O:31][CH2:32][C:33]1[CH:38]=[CH:37][CH:36]=[CH:35][CH:34]=1, predict the reactants needed to synthesize it. The reactants are: Cl[S:2]([N:5]=[C:6]=[O:7])(=[O:4])=[O:3].[C:8]([OH:12])([CH3:11])([CH3:10])[CH3:9].[CH3:13][O:14][C:15](=[O:39])[CH2:16][NH:17][C:18]1[CH:23]=[C:22]([O:24][C:25]2[CH:30]=[CH:29][CH:28]=[CH:27][CH:26]=2)[CH:21]=[CH:20][C:19]=1[O:31][CH2:32][C:33]1[CH:38]=[CH:37][CH:36]=[CH:35][CH:34]=1.C(N(CC)CC)C.